This data is from Full USPTO retrosynthesis dataset with 1.9M reactions from patents (1976-2016). The task is: Predict the reactants needed to synthesize the given product. (1) Given the product [CH:6]([OH:8])=[O:7].[NH2:5][CH2:9][C:10]1[CH:11]=[CH:12][C:13]([CH2:16][N:17]2[C:25]3[C:20](=[C:21]([O:26][CH3:27])[CH:22]=[CH:23][CH:24]=3)[C:19]([NH:28][S:29]([C:32]3[S:33][C:34]([Cl:37])=[CH:35][CH:36]=3)(=[O:31])=[O:30])=[N:18]2)=[CH:14][CH:15]=1, predict the reactants needed to synthesize it. The reactants are: CC([N:5]([CH2:9][C:10]1[CH:15]=[CH:14][C:13]([CH2:16][N:17]2[C:25]3[C:20](=[C:21]([O:26][CH3:27])[CH:22]=[CH:23][CH:24]=3)[C:19]([NH:28][S:29]([C:32]3[S:33][C:34]([Cl:37])=[CH:35][CH:36]=3)(=[O:31])=[O:30])=[N:18]2)=[CH:12][CH:11]=1)[C:6](=[O:8])[O-:7])(C)C.Cl. (2) Given the product [Cl:1][C:2]1[CH:11]=[C:10]([Cl:12])[C:9]2[C:4](=[CH:5][CH:6]=[CH:7][CH:8]=2)[C:3]=1[O:13][C:15]1[CH:20]=[CH:19][CH:18]=[CH:17][C:16]=1[N+:21]([O-:23])=[O:22].[Cl:31][C:32]1[CH:41]=[C:40]([Cl:42])[C:39]2[C:34](=[CH:35][CH:36]=[CH:37][CH:38]=2)[C:33]=1[O:43][C:44]1[CH:50]=[CH:49][CH:48]=[CH:47][C:45]=1[NH:46][C:3]([NH:51][C:52]1[S:53][CH:54]=[CH:55][N:56]=1)=[O:13], predict the reactants needed to synthesize it. The reactants are: [Cl:1][C:2]1[CH:11]=[C:10]([Cl:12])[C:9]2[C:4](=[CH:5][CH:6]=[CH:7][CH:8]=2)[C:3]=1[OH:13].F[C:15]1[CH:20]=[CH:19][CH:18]=[CH:17][C:16]=1[N+:21]([O-:23])=[O:22].NC1C=CC=CC=1.[Cl:31][C:32]1[CH:41]=[C:40]([Cl:42])[C:39]2[C:34](=[CH:35][CH:36]=[CH:37][CH:38]=2)[C:33]=1[O:43][C:44]1[CH:50]=[CH:49][CH:48]=[CH:47][C:45]=1[NH2:46].[NH2:51][C:52]1[S:53][CH:54]=[CH:55][N:56]=1. (3) Given the product [OH:18][C@H:17]([C:19]1[CH:20]=[N:21][CH:22]=[CH:23][CH:24]=1)[CH2:16][N:15]([CH2:14][C@H:9]1[CH2:8][CH2:7][C:6]2[C:11](=[CH:12][CH:13]=[C:4]([N+:1]([O-:3])=[O:2])[CH:5]=2)[O:10]1)[C:30](=[O:31])[O:29][C:25]([CH3:28])([CH3:27])[CH3:26], predict the reactants needed to synthesize it. The reactants are: [N+:1]([C:4]1[CH:5]=[C:6]2[C:11](=[CH:12][CH:13]=1)[O:10][C@@H:9]([CH2:14][NH:15][CH2:16][C@@H:17]([C:19]1[CH:20]=[N:21][CH:22]=[CH:23][CH:24]=1)[OH:18])[CH2:8][CH2:7]2)([O-:3])=[O:2].[C:25]([O:29][C:30](O[C:30]([O:29][C:25]([CH3:28])([CH3:27])[CH3:26])=[O:31])=[O:31])([CH3:28])([CH3:27])[CH3:26]. (4) Given the product [F:1][C:2]1[C:33]([F:34])=[CH:32][CH:31]=[CH:30][C:3]=1[CH2:4][S:5][C:6]1[N:7]=[C:8]([O:22][C@H:23]([CH3:29])[C:24]([O:26][CH2:27][CH3:28])=[O:25])[C:9]2[S:14][C:13](=[O:15])[NH:12][C:10]=2[N:11]=1, predict the reactants needed to synthesize it. The reactants are: [F:1][C:2]1[C:33]([F:34])=[CH:32][CH:31]=[CH:30][C:3]=1[CH2:4][S:5][C:6]1[N:7]=[C:8]([O:22][C@H:23]([CH3:29])[C:24]([O:26][CH2:27][CH3:28])=[O:25])[C:9]2[S:14][C:13](=[O:15])[N:12](C3CCCCO3)[C:10]=2[N:11]=1.FC1C(F)=CC=CC=1CSN1C=C2S(C3CCCCO3)(=N)C(=O)N=C2C(O[C@H](C)C(OCC)=O)=C1.C1COCC1.Cl. (5) Given the product [C:35]([C:32]1[CH:33]=[CH:34][C:29]([C:5]2[CH:6]=[CH:7][C:2]([NH2:1])=[C:3]([NH:17][C:18](=[O:27])[C:19]3[CH:20]=[CH:21][C:22]([O:25][CH3:26])=[CH:23][CH:24]=3)[CH:4]=2)=[CH:30][CH:31]=1)(=[O:37])[CH3:36], predict the reactants needed to synthesize it. The reactants are: [NH2:1][C:2]1[CH:7]=[CH:6][C:5](B2OC(C)(C)C(C)(C)O2)=[CH:4][C:3]=1[NH:17][C:18](=[O:27])[C:19]1[CH:24]=[CH:23][C:22]([O:25][CH3:26])=[CH:21][CH:20]=1.Br[C:29]1[CH:34]=[CH:33][C:32]([C:35](=[O:37])[CH3:36])=[CH:31][CH:30]=1.COCCOC.C([O-])([O-])=O.[Na+].[Na+].